Dataset: Catalyst prediction with 721,799 reactions and 888 catalyst types from USPTO. Task: Predict which catalyst facilitates the given reaction. (1) Reactant: [CH3:1][O:2][C:3](=[O:31])[CH:4]([C:10]1[C:15]([CH3:16])=[CH:14][C:13](N)=[C:12]([CH:18]2[CH2:20][CH2:19]2)[C:11]=1[C:21]1[CH:22]=[C:23]2[C:28](=[CH:29][CH:30]=1)[O:27][CH2:26][CH2:25][CH2:24]2)[O:5][C:6]([CH3:9])([CH3:8])[CH3:7].O.C1(C)C=CC(S(O)(=O)=O)=CC=1.N([O-])=O.[Na+].[I-:48].[K+]. Product: [CH3:1][O:2][C:3](=[O:31])[CH:4]([O:5][C:6]([CH3:9])([CH3:8])[CH3:7])[C:10]1[C:15]([CH3:16])=[CH:14][C:13]([I:48])=[C:12]([CH:18]2[CH2:20][CH2:19]2)[C:11]=1[C:21]1[CH:22]=[C:23]2[C:28](=[CH:29][CH:30]=1)[O:27][CH2:26][CH2:25][CH2:24]2. The catalyst class is: 47. (2) Reactant: [Br:1][C:2]1[CH:15]=[C:14]([F:16])[CH:13]=[CH:12][C:3]=1[CH2:4][CH2:5][NH:6][C:7](=[O:11])[O:8][CH2:9][CH3:10].[C:17](O)(=O)C.S(=O)(=O)(O)O.C=O. Product: [Br:1][C:2]1[CH:15]=[C:14]([F:16])[CH:13]=[C:12]2[C:3]=1[CH2:4][CH2:5][N:6]([C:7]([O:8][CH2:9][CH3:10])=[O:11])[CH2:17]2. The catalyst class is: 6. (3) Reactant: CC([N:5]([CH:9]1[CH2:15][CH2:14][C:13]2[CH:16]=[C:17]([C:20]([OH:26])([OH:25])[C:21]([F:24])([F:23])[F:22])[CH:18]=[CH:19][C:12]=2[N:11]([CH3:27])[C:10]1=[O:28])C(=O)[O-])(C)C.Cl. Product: [NH2:5][CH:9]1[CH2:15][CH2:14][C:13]2[CH:16]=[C:17]([C:20]([OH:25])([OH:26])[C:21]([F:23])([F:22])[F:24])[CH:18]=[CH:19][C:12]=2[N:11]([CH3:27])[C:10]1=[O:28]. The catalyst class is: 2. (4) The catalyst class is: 7. Product: [C:1]([O:5][C:6]([N:8]1[CH2:13][CH2:12][CH:11]([CH:14]=[O:19])[CH2:10][CH2:9]1)=[O:7])([CH3:4])([CH3:3])[CH3:2]. Reactant: [C:1]([O:5][C:6]([N:8]1[CH2:13][CH2:12][CH:11]([C:14](=[O:19])N(OC)C)[CH2:10][CH2:9]1)=[O:7])([CH3:4])([CH3:3])[CH3:2]. (5) Reactant: N#N.C(OC([NH:13][C@H:14]1[CH2:19][CH2:18][C@H:17]([CH2:20][OH:21])[CH2:16][CH2:15]1)=O)C1C=CC=CC=1. Product: [NH2:13][C@H:14]1[CH2:19][CH2:18][C@H:17]([CH2:20][OH:21])[CH2:16][CH2:15]1. The catalyst class is: 19. (6) Reactant: [CH:1]1([N:6]2[C:10]3[CH:11]=[CH:12][C:13]([NH2:15])=[CH:14][C:9]=3[N:8]=[CH:7]2)[CH2:5][CH2:4][CH2:3][CH2:2]1.[Br:16]Br.N.CO.C(Cl)Cl. Product: [CH:1]1([N:6]2[C:10]3[CH:11]=[CH:12][C:13]([NH2:15])=[C:14]([Br:16])[C:9]=3[N:8]=[CH:7]2)[CH2:2][CH2:3][CH2:4][CH2:5]1. The catalyst class is: 52. (7) Reactant: [CH2:1]([O:3][C:4](=[O:13])[C:5]1[CH:10]=[CH:9][C:8]([NH2:11])=[C:7]([NH2:12])[CH:6]=1)[CH3:2].[Cl:14][C:15]1[CH:20]=[CH:19][CH:18]=[C:17]([Cl:21])[C:16]=1[N:22]=[C:23]=S.CC(C)N=C=NC(C)C. Product: [CH2:1]([O:3][C:4]([C:5]1[CH:10]=[CH:9][C:8]2[NH:11][C:23]([NH:22][C:16]3[C:15]([Cl:14])=[CH:20][CH:19]=[CH:18][C:17]=3[Cl:21])=[N:12][C:7]=2[CH:6]=1)=[O:13])[CH3:2]. The catalyst class is: 3.